From a dataset of HIV replication inhibition screening data with 41,000+ compounds from the AIDS Antiviral Screen. Binary Classification. Given a drug SMILES string, predict its activity (active/inactive) in a high-throughput screening assay against a specified biological target. (1) The molecule is Nc1cccc(S(=O)(=O)NCC(=O)O)c1. The result is 0 (inactive). (2) The compound is O=S(=O)(C1=CC(S(=O)(=O)c2ccccc2)CN(Cc2ccccc2)C1c1ccccc1)c1ccccc1. The result is 0 (inactive). (3) The drug is CC1CCC2(C(=O)O)CCC3(C)C(=CC(=O)C4C5(C)CCC(=O)C(C)(C)C5CCC43C)C2C1C. The result is 0 (inactive). (4) The result is 0 (inactive). The compound is COc1ccc2c(c1)C1Oc3ccccc3CC1CO2.